This data is from Catalyst prediction with 721,799 reactions and 888 catalyst types from USPTO. The task is: Predict which catalyst facilitates the given reaction. (1) Reactant: [F:1][C:2]1[CH:7]=[CH:6][C:5]([CH2:8][CH2:9][N:10]2[CH2:15][CH2:14][N:13]([C:16]([C:18]3[CH:19]=[CH:20][CH:21]=[C:22]4[C:27]=3[N:26]=[CH:25][CH:24]=[CH:23]4)=[O:17])[CH2:12][CH2:11]2)=[CH:4][CH:3]=1.[ClH:28]. Product: [ClH:28].[F:1][C:2]1[CH:7]=[CH:6][C:5]([CH2:8][CH2:9][N:10]2[CH2:15][CH2:14][N:13]([C:16]([C:18]3[CH:19]=[CH:20][CH:21]=[C:22]4[C:27]=3[N:26]=[CH:25][CH:24]=[CH:23]4)=[O:17])[CH2:12][CH2:11]2)=[CH:4][CH:3]=1. The catalyst class is: 21. (2) Reactant: [C:1]([O:5][C:6](=[O:21])[N:7]([CH2:11][C:12]1[CH:17]=[CH:16][C:15]([Cl:18])=[C:14]([CH:19]=O)[CH:13]=1)[CH:8]1[CH2:10][CH2:9]1)([CH3:4])([CH3:3])[CH3:2].[CH:22]1([NH2:25])[CH2:24][CH2:23]1.[BH4-].[Na+]. Product: [C:1]([O:5][C:6](=[O:21])[N:7]([CH2:11][C:12]1[CH:17]=[CH:16][C:15]([Cl:18])=[C:14]([CH2:19][NH:25][CH:22]2[CH2:24][CH2:23]2)[CH:13]=1)[CH:8]1[CH2:10][CH2:9]1)([CH3:4])([CH3:3])[CH3:2]. The catalyst class is: 5. (3) Reactant: [F:1][C:2]1[CH:3]=[C:4]([CH:8]=[CH:9][C:10]=1[F:11])[C:5]([NH2:7])=O.P12(SP3(SP(SP(S3)(S1)=S)(=S)S2)=S)=[S:13]. Product: [F:1][C:2]1[CH:3]=[C:4]([CH:8]=[CH:9][C:10]=1[F:11])[C:5]([NH2:7])=[S:13]. The catalyst class is: 27. (4) Reactant: F[P-](F)(F)(F)(F)F.N1(OC(N(C)C)=[N+](C)C)C2N=CC=CC=2N=N1.[O:25]1[C:30]2([CH2:35][CH2:34][N:33]([CH2:36][C:37]3[C:38]([F:46])=[C:39]([CH2:43][CH2:44][OH:45])[CH:40]=[CH:41][CH:42]=3)[CH2:32][CH2:31]2)[CH2:29][NH:28][CH2:27][CH2:26]1.[CH:47]([C:50]1[S:54][C:53]([C:55](O)=[O:56])=[CH:52][CH:51]=1)([CH3:49])[CH3:48].C(N(CC)CC)C. Product: [F:46][C:38]1[C:39]([CH2:43][CH2:44][OH:45])=[CH:40][CH:41]=[CH:42][C:37]=1[CH2:36][N:33]1[CH2:34][CH2:35][C:30]2([O:25][CH2:26][CH2:27][N:28]([C:55]([C:53]3[S:54][C:50]([CH:47]([CH3:49])[CH3:48])=[CH:51][CH:52]=3)=[O:56])[CH2:29]2)[CH2:31][CH2:32]1. The catalyst class is: 3. (5) Reactant: [CH2:1]([O:8][C:9]1[CH:10]=[C:11]([N+:16]([O-])=O)[CH:12]=[C:13]([Br:15])[CH:14]=1)[C:2]1[CH:7]=[CH:6][CH:5]=[CH:4][CH:3]=1.O.O.Cl[Sn]Cl.C([O-])(O)=O.[Na+]. Product: [CH2:1]([O:8][C:9]1[CH:10]=[C:11]([NH2:16])[CH:12]=[C:13]([Br:15])[CH:14]=1)[C:2]1[CH:3]=[CH:4][CH:5]=[CH:6][CH:7]=1. The catalyst class is: 1. (6) Reactant: [C:1]([C:5]1[CH:12]=[CH:11][C:8]([CH:9]=O)=[C:7]([OH:13])[CH:6]=1)([CH3:4])([CH3:3])[CH3:2].[CH2:14]([NH2:17])[CH2:15][CH3:16].C(O[BH-](OC(=O)C)OC(=O)C)(=O)C.[Na+]. Product: [C:1]([C:5]1[CH:12]=[CH:11][C:8]([CH2:9][NH:17][CH2:14][CH2:15][CH3:16])=[C:7]([OH:13])[CH:6]=1)([CH3:4])([CH3:3])[CH3:2]. The catalyst class is: 61. (7) Reactant: Cl[Si](Cl)(Cl)Cl.[N-:6]=[N+:7]=[N-:8].[Na+].[CH3:10][O:11][C:12]([C:14]1[CH:15]=[C:16]([C:24]2[CH:29]=[CH:28][C:27]([CH3:30])=[CH:26][CH:25]=2)[CH:17]=[C:18]([NH:20][C:21](=O)[CH3:22])[CH:19]=1)=[O:13]. Product: [CH3:10][O:11][C:12]([C:14]1[CH:15]=[C:16]([C:24]2[CH:29]=[CH:28][C:27]([CH3:30])=[CH:26][CH:25]=2)[CH:17]=[C:18]([N:20]2[C:21]([CH3:22])=[N:8][N:7]=[N:6]2)[CH:19]=1)=[O:13]. The catalyst class is: 10. (8) Reactant: [CH3:1][C:2]1[C:10]2[C:5](=[C:6]([C:11]([F:14])([F:13])[F:12])[CH:7]=[CH:8][CH:9]=2)[NH:4][C:3]=1[C:15](OCC)=[O:16].[H-].[H-].[H-].[H-].[Li+].[Al+3]. Product: [CH3:1][C:2]1[C:10]2[C:5](=[C:6]([C:11]([F:14])([F:12])[F:13])[CH:7]=[CH:8][CH:9]=2)[NH:4][C:3]=1[CH2:15][OH:16]. The catalyst class is: 1.